Dataset: Forward reaction prediction with 1.9M reactions from USPTO patents (1976-2016). Task: Predict the product of the given reaction. (1) Given the reactants [F:1][C:2]1[CH:10]=[C:9]2[C:5]([C:6]([C:20]3[CH:21]=[C:22]([NH2:27])[C:23]([NH2:26])=[N:24][CH:25]=3)=[CH:7][N:8]2[S:11]([C:14]2[CH:19]=[CH:18][CH:17]=[CH:16][CH:15]=2)(=[O:13])=[O:12])=[CH:4][CH:3]=1.C1C[O:31][CH2:30]C1, predict the reaction product. The product is: [F:1][C:2]1[CH:10]=[C:9]2[C:5]([C:6]([C:20]3[CH:21]=[C:22]4[NH:27][C:30](=[O:31])[NH:26][C:23]4=[N:24][CH:25]=3)=[CH:7][N:8]2[S:11]([C:14]2[CH:15]=[CH:16][CH:17]=[CH:18][CH:19]=2)(=[O:12])=[O:13])=[CH:4][CH:3]=1. (2) Given the reactants [H-].[Na+].[CH:3]1[C:12]2[C:7](=[CH:8][CH:9]=[CH:10][CH:11]=2)[CH:6]=[CH:5][C:4]=1[O:13][CH2:14][CH2:15][OH:16].[Cl:17][C:18]1[C:23](Cl)=[N:22][CH:21]=[CH:20][N:19]=1, predict the reaction product. The product is: [Cl:17][C:18]1[C:23]([O:16][CH2:15][CH2:14][O:13][C:4]2[CH:5]=[CH:6][C:7]3[C:12](=[CH:11][CH:10]=[CH:9][CH:8]=3)[CH:3]=2)=[N:22][CH:21]=[CH:20][N:19]=1. (3) Given the reactants [CH3:1][CH:2]([C:4]1[N:5]=[CH:6][S:7][C:8]=1[CH2:9][OH:10])[CH3:3], predict the reaction product. The product is: [CH3:1][CH:2]([C:4]1[N:5]=[CH:6][S:7][C:8]=1[CH:9]=[O:10])[CH3:3]. (4) Given the reactants [NH:1]1[C:9]2[C:4](=[CH:5][CH:6]=[C:7]([C:10]([OH:12])=[O:11])[CH:8]=2)[CH:3]=[CH:2]1.[Cl-].[CH:14](=[N+:21]([CH3:23])[CH3:22])[C:15]1[CH:20]=[CH:19][CH:18]=[CH:17][CH:16]=1, predict the reaction product. The product is: [CH3:22][N:21]([CH:14]([C:15]1[CH:20]=[CH:19][CH:18]=[CH:17][CH:16]=1)[C:3]1[C:4]2[C:9](=[CH:8][C:7]([C:10]([OH:12])=[O:11])=[CH:6][CH:5]=2)[NH:1][CH:2]=1)[CH3:23]. (5) Given the reactants [Br:1][C:2]1[C:10]2[C:5](=[N:6][CH:7]=[C:8]([NH:11][C:12](=[O:21])[O:13][CH2:14][C:15]3[CH:20]=[CH:19][CH:18]=[CH:17][CH:16]=3)[CH:9]=2)[NH:4][CH:3]=1.[H-].[Na+].[S:24](Cl)([C:27]1[CH:33]=[CH:32][C:30]([CH3:31])=[CH:29][CH:28]=1)(=[O:26])=[O:25], predict the reaction product. The product is: [Br:1][C:2]1[C:10]2[C:5](=[N:6][CH:7]=[C:8]([NH:11][C:12](=[O:21])[O:13][CH2:14][C:15]3[CH:16]=[CH:17][CH:18]=[CH:19][CH:20]=3)[CH:9]=2)[N:4]([S:24]([C:27]2[CH:33]=[CH:32][C:30]([CH3:31])=[CH:29][CH:28]=2)(=[O:26])=[O:25])[CH:3]=1. (6) The product is: [N:1]1[CH:6]=[CH:5][CH:4]=[C:3]([CH:7]([NH:9][C:10]([C:12]2[C:20]3[C:15](=[N:16][CH:17]=[C:18]([C:21]4[C:29]5[C:24](=[CH:25][C:26]([Cl:30])=[CH:27][CH:28]=5)[N:23]([CH2:31][CH2:32][N:33]5[CH2:38][CH2:37][O:36][CH2:35][CH2:34]5)[N:22]=4)[N:19]=3)[NH:14][CH:13]=2)=[O:11])[CH3:8])[CH:2]=1. Given the reactants [N:1]1[CH:6]=[CH:5][CH:4]=[C:3]([CH:7]([NH:9][C:10]([C:12]2[C:20]3[C:15](=[N:16][CH:17]=[C:18]([C:21]4[C:29]5[C:24](=[CH:25][C:26]([Cl:30])=[CH:27][CH:28]=5)[N:23]([CH2:31][CH2:32][N:33]5[CH2:38][CH2:37][O:36][CH2:35][CH2:34]5)[N:22]=4)[N:19]=3)[N:14](COCC[Si](C)(C)C)[CH:13]=2)=[O:11])[CH3:8])[CH:2]=1.FC(F)(F)C(O)=O.C(N)CN, predict the reaction product.